This data is from Reaction yield outcomes from USPTO patents with 853,638 reactions. The task is: Predict the reaction yield, written as a fraction of the theoretical maximum amount of product (1.0 means a 100% yield; for example, 0.34 means a 34% yield). (1) The reactants are [CH3:1][C:2]1[O:3][C:4]([C:7]([CH3:18])([C:9]2[CH:14]=[CH:13][C:12]([N+:15]([O-])=O)=[CH:11][CH:10]=2)[CH3:8])=[N:5][N:6]=1. The catalyst is CO.[Pd]. The product is [CH3:18][C:7]([C:9]1[CH:10]=[CH:11][C:12]([NH2:15])=[CH:13][CH:14]=1)([C:4]1[O:3][C:2]([CH3:1])=[N:6][N:5]=1)[CH3:8]. The yield is 1.00. (2) The reactants are Cl[C:2]1[CH:7]=[CH:6][CH:5]=[C:4]([Cl:8])[N:3]=1.[NH:9]1[CH2:14][CH2:13][CH:12]([C:15]([O:17][CH3:18])=[O:16])[CH2:11][CH2:10]1.CCN(C(C)C)C(C)C. The catalyst is CN(C=O)C. The product is [Cl:8][C:4]1[N:3]=[C:2]([N:9]2[CH2:14][CH2:13][CH:12]([C:15]([O:17][CH3:18])=[O:16])[CH2:11][CH2:10]2)[CH:7]=[CH:6][CH:5]=1. The yield is 0.100. (3) The reactants are C(O)C.C(O[Na])C.[O:8]=[CH:9][C:10]1[CH:18]=[CH:17][C:15]([OH:16])=[C:12]([O:13][CH3:14])[CH:11]=1.Br[C:20]([CH3:27])([CH3:26])[C:21]([O:23][CH2:24][CH3:25])=[O:22]. The catalyst is CN(C=O)C. The product is [CH:9]([C:10]1[CH:18]=[CH:17][C:15]([O:16][C:20]([CH3:27])([CH3:26])[C:21]([O:23][CH2:24][CH3:25])=[O:22])=[C:12]([O:13][CH3:14])[CH:11]=1)=[O:8]. The yield is 0.360. (4) The reactants are Br[C:2]1[C:3]2[N:10]([CH2:11][CH3:12])[C:9]([C:13]3[C:14]([NH2:18])=[N:15][O:16][N:17]=3)=[N:8][C:4]=2[CH:5]=[N:6][CH:7]=1.C1(P(C2C=CC=CC=2)C2C=CC3C(=CC=CC=3)C=2C2C3C(=CC=CC=3)C=CC=2P(C2C=CC=CC=2)C2C=CC=CC=2)C=CC=CC=1.[SH:65][C:66]1[CH:71]=[CH:70][C:69]([NH:72][C:73](=[O:75])[CH3:74])=[CH:68][CH:67]=1.CC(C)([O-])C.[Na+]. The catalyst is O1CCOCC1.C1(C)C=CC=CC=1.C(OCC)(=O)C.C1C=CC(/C=C/C(/C=C/C2C=CC=CC=2)=O)=CC=1.C1C=CC(/C=C/C(/C=C/C2C=CC=CC=2)=O)=CC=1.C1C=CC(/C=C/C(/C=C/C2C=CC=CC=2)=O)=CC=1.[Pd].[Pd]. The product is [NH2:18][C:14]1[C:13]([C:9]2[N:10]([CH2:11][CH3:12])[C:3]3[C:2]([S:65][C:66]4[CH:67]=[CH:68][C:69]([NH:72][C:73](=[O:75])[CH3:74])=[CH:70][CH:71]=4)=[CH:7][N:6]=[CH:5][C:4]=3[N:8]=2)=[N:17][O:16][N:15]=1. The yield is 0.640.